Dataset: Plasma protein binding rate (PPBR) regression data from AstraZeneca. Task: Regression/Classification. Given a drug SMILES string, predict its absorption, distribution, metabolism, or excretion properties. Task type varies by dataset: regression for continuous measurements (e.g., permeability, clearance, half-life) or binary classification for categorical outcomes (e.g., BBB penetration, CYP inhibition). For this dataset (ppbr_az), we predict Y. (1) The drug is CCCN(c1ccon1)P(=O)(c1ccccc1)c1ccccc1. The Y is 96.3 %. (2) The compound is O=C(CC1CCN(Cc2ccn(-c3ccc(C(F)(F)F)cc3)c2)CC1)NC(c1ccncc1)c1ccc(Cl)cc1. The Y is 98.7 %. (3) The drug is COCCC(=O)N(C)c1ccc(Nc2ncc3cc(-c4ccncc4)ccc3n2)cc1. The Y is 97.4 %. (4) The drug is CCS(=O)(=O)c1ccc(-c2cc(C(F)(F)F)ccc2OCC(=O)O)c(C)c1. The Y is 95.7 %. (5) The Y is 43.1 %. The drug is O=S1(=O)CC(O)C(N2CCC(c3ccccc3)CC2)C1. (6) The drug is O=C(O)COc1ccc(Cl)cc1CN1CCN(S(=O)(=O)c2ccc(F)cc2)CC1. The Y is 99.0 %. (7) The compound is O=C(NS(=O)(=O)c1ccccc1)N1CCC(N2CCC(Oc3ccc(Cl)c(Cl)c3)CC2)CC1. The Y is 81.4 %. (8) The compound is C[S+]([O-])Cc1ccc(C(=O)Nc2ccc(OCCOCCO)nc2C(=O)NCC2CCC2)c2ccccc12. The Y is 95.0 %. (9) The drug is CC(=O)Nc1ccc2ccn(-c3cc(NCCN4CCCC4)n4ncc(C#N)c4n3)c2c1. The Y is 94.4 %. (10) The molecule is CN(CCOc1ccc(CC2SC(=O)NC2=O)cc1)c1ccccn1. The Y is 99.7 %.